From a dataset of Catalyst prediction with 721,799 reactions and 888 catalyst types from USPTO. Predict which catalyst facilitates the given reaction. (1) Reactant: [C:1]([O:4][CH:5]([NH:15][C:16]([O:18][CH2:19][C:20]1[CH:25]=[C:24]([O:26][CH3:27])[CH:23]=[CH:22][C:21]=1[O:28][CH3:29])=[O:17])[CH2:6][O:7][CH2:8][C:9]1[CH:14]=[CH:13][CH:12]=[CH:11][CH:10]=1)(=O)C. Product: [CH2:8]([O:7][CH2:6][CH:5]([NH:15][C:16](=[O:17])[O:18][CH2:19][C:20]1[CH:25]=[C:24]([O:26][CH3:27])[CH:23]=[CH:22][C:21]=1[O:28][CH3:29])[O:4][CH3:1])[C:9]1[CH:14]=[CH:13][CH:12]=[CH:11][CH:10]=1. The catalyst class is: 5. (2) Reactant: [Cl:1][C:2]1[CH:3]=[C:4]([NH2:12])[C:5]([NH2:11])=[CH:6][C:7]=1[N+:8]([O-:10])=[O:9].[C:13](C1NC=CN=1)(C1NC=CN=1)=[O:14]. Product: [Cl:1][C:2]1[C:7]([N+:8]([O-:10])=[O:9])=[CH:6][C:5]2[NH:11][C:13](=[O:14])[NH:12][C:4]=2[CH:3]=1. The catalyst class is: 1. (3) Reactant: [CH3:1][O:2][CH2:3][CH2:4][O:5][C:6]1[CH:7]=[C:8]2[C:12](=[C:13]([N:15]([CH3:24])[S:16]([C:19]3[S:20][CH:21]=[CH:22][CH:23]=3)(=[O:18])=[O:17])[CH:14]=1)[NH:11][C:10]([C:25]([NH2:27])=O)=[CH:9]2.COC1C=CC(P2(SP(C3C=CC(OC)=CC=3)(=S)S2)=[S:37])=CC=1.[C:50]([O:55][CH2:56][CH3:57])(=[O:54])[C:51]#[C:52][CH3:53].C(P(CCCC)CCCC)CCC. Product: [CH3:1][O:2][CH2:3][CH2:4][O:5][C:6]1[CH:7]=[C:8]2[C:12](=[C:13]([N:15]([CH3:24])[S:16]([C:19]3[S:20][CH:21]=[CH:22][CH:23]=3)(=[O:18])=[O:17])[CH:14]=1)[NH:11][C:10]([C:25]1[S:37][CH:52]([CH2:51][C:50]([O:55][CH2:56][CH3:57])=[O:54])[CH2:53][N:27]=1)=[CH:9]2. The catalyst class is: 207. (4) Reactant: Cl.FC(F)(F)C([NH:6][C:7]1[CH:12]=[CH:11][CH:10]=[C:9]([C:13]2[C:21]([C:22]3[CH:27]=[CH:26][N:25]=[C:24]([NH:28][C:29]4[CH:34]=[CH:33][CH:32]=[C:31]([C:35]5[O:39][CH:38]=[N:37][CH:36]=5)[CH:30]=4)[N:23]=3)=[C:16]3[CH:17]=[CH:18][CH:19]=[CH:20][N:15]3[N:14]=2)[CH:8]=1)=O.[Li+].[OH-]. Product: [NH2:6][C:7]1[CH:8]=[C:9]([C:13]2[C:21]([C:22]3[CH:27]=[CH:26][N:25]=[C:24]([NH:28][C:29]4[CH:34]=[CH:33][CH:32]=[C:31]([C:35]5[O:39][CH:38]=[N:37][CH:36]=5)[CH:30]=4)[N:23]=3)=[C:16]3[CH:17]=[CH:18][CH:19]=[CH:20][N:15]3[N:14]=2)[CH:10]=[CH:11][CH:12]=1. The catalyst class is: 20. (5) Reactant: S([N:11]1[CH2:16][CH2:15][N:14]([CH2:17][C:18]([F:21])([F:20])[F:19])[CH2:13][CH2:12]1)(C1C=CC(C)=CC=1)(=O)=O.[BrH:22].C(O)(=O)C.Br. Product: [BrH:22].[BrH:22].[F:21][C:18]([F:19])([F:20])[CH2:17][N:14]1[CH2:13][CH2:12][NH:11][CH2:16][CH2:15]1. The catalyst class is: 11. (6) Reactant: [Cl:1][C:2]1[CH:3]=[CH:4][C:5]([C@:8]([C:21]2[CH:26]=[C:25]([C:27]([F:30])([F:29])[F:28])[CH:24]=[C:23]([F:31])[CH:22]=2)([NH:14][C:15](=[O:20])[C:16]([CH3:19])([CH3:18])[CH3:17])[CH2:9][C:10]([O:12]C)=[O:11])=[N:6][CH:7]=1.[Li+].[OH-].Cl. Product: [Cl:1][C:2]1[CH:3]=[CH:4][C:5]([C@:8]([C:21]2[CH:26]=[C:25]([C:27]([F:30])([F:28])[F:29])[CH:24]=[C:23]([F:31])[CH:22]=2)([NH:14][C:15](=[O:20])[C:16]([CH3:19])([CH3:18])[CH3:17])[CH2:9][C:10]([OH:12])=[O:11])=[N:6][CH:7]=1. The catalyst class is: 49.